Dataset: Catalyst prediction with 721,799 reactions and 888 catalyst types from USPTO. Task: Predict which catalyst facilitates the given reaction. (1) Reactant: [Cl:1][C:2]1[CH:7]=[CH:6][CH:5]=[CH:4][C:3]=1[C:8]1[CH:12]=[CH:11][NH:10][N:9]=1.C1C(=O)N([Br:20])C(=O)C1.S([O-])([O-])(=O)=S.[Na+].[Na+]. The catalyst class is: 2. Product: [Br:20][C:12]1[C:8]([C:3]2[CH:4]=[CH:5][CH:6]=[CH:7][C:2]=2[Cl:1])=[N:9][NH:10][CH:11]=1. (2) Reactant: [CH3:1][C:2]1[C:7]([N+:8]([O-])=O)=[CH:6][CH:5]=[C:4]([N:11]2[CH2:15][CH2:14][CH2:13][CH2:12]2)[N:3]=1. Product: [CH3:1][C:2]1[C:7]([NH2:8])=[CH:6][CH:5]=[C:4]([N:11]2[CH2:15][CH2:14][CH2:13][CH2:12]2)[N:3]=1. The catalyst class is: 45. (3) Reactant: [CH3:1][O:2][C:3]([C:5]1[N:6]=[C:7](I)[C:8]2[C:9](=[O:23])[N:10]([CH2:16][C:17]3[CH:22]=[CH:21][CH:20]=[CH:19][CH:18]=3)[CH:11]=[CH:12][C:13]=2[C:14]=1[OH:15])=[O:4].[CH3:25][Sn](C)(C)C.CCOC(C)=O.Cl. Product: [CH3:1][O:2][C:3]([C:5]1[N:6]=[C:7]([CH3:25])[C:8]2[C:9](=[O:23])[N:10]([CH2:16][C:17]3[CH:22]=[CH:21][CH:20]=[CH:19][CH:18]=3)[CH:11]=[CH:12][C:13]=2[C:14]=1[OH:15])=[O:4]. The catalyst class is: 510. (4) Reactant: [CH2:1]([O:5][C:6](=[O:25])[C:7]1[CH:12]=[C:11]([S:13](=[O:16])(=[O:15])[NH2:14])[C:10]([O:17][C:18]2[CH:23]=[CH:22][CH:21]=[CH:20][CH:19]=2)=[C:9]([NH2:24])[CH:8]=1)[CH2:2][CH2:3][CH3:4].[CH:26](=O)[CH2:27][CH2:28][CH3:29].[BH-](OC(C)=O)(OC(C)=O)OC(C)=O.[Na+]. Product: [CH2:1]([O:5][C:6](=[O:25])[C:7]1[CH:12]=[C:11]([S:13](=[O:16])(=[O:15])[NH2:14])[C:10]([O:17][C:18]2[CH:19]=[CH:20][CH:21]=[CH:22][CH:23]=2)=[C:9]([NH:24][CH2:26][CH2:27][CH2:28][CH3:29])[CH:8]=1)[CH2:2][CH2:3][CH3:4]. The catalyst class is: 4. (5) Reactant: [Cl:1][C:2]1[CH:3]=[C:4]([NH:10][C:11]2[N:16]=[CH:15][C:14]([O:17][C:18]([CH3:22])([CH3:21])[CH:19]=O)=[CH:13][CH:12]=2)[C:5](=[O:9])[N:6]([CH3:8])[N:7]=1.Cl.[F:24][C:25]1([F:29])[CH2:28][NH:27][CH2:26]1.C(O[BH-](OC(=O)C)OC(=O)C)(=O)C.[Na+].C([O-])(O)=O.[Na+]. Product: [Cl:1][C:2]1[CH:3]=[C:4]([NH:10][C:11]2[CH:12]=[CH:13][C:14]([O:17][C:18]([CH3:21])([CH3:22])[CH2:19][N:27]3[CH2:28][C:25]([F:29])([F:24])[CH2:26]3)=[CH:15][N:16]=2)[C:5](=[O:9])[N:6]([CH3:8])[N:7]=1. The catalyst class is: 26. (6) Reactant: [O:1]1[C:5]2[CH:6]=[CH:7][CH:8]=[CH:9][C:4]=2[CH:3]=[C:2]1[C:10]([NH:12][C@H:13]([C:28](=[O:39])[NH:29][CH2:30][CH2:31][CH2:32][S:33][CH2:34][C:35]([O:37]C)=[O:36])[CH2:14][CH2:15][CH2:16][NH:17][C:18](=[O:27])[O:19][CH2:20][C:21]1[CH:26]=[CH:25][CH:24]=[CH:23][CH:22]=1)=[O:11].[OH-].[Na+:41].Cl.CO. Product: [O:1]1[C:5]2[CH:6]=[CH:7][CH:8]=[CH:9][C:4]=2[CH:3]=[C:2]1[C:10]([NH:12][C@H:13]([C:28](=[O:39])[NH:29][CH2:30][CH2:31][CH2:32][S:33][CH2:34][C:35]([O-:37])=[O:36])[CH2:14][CH2:15][CH2:16][NH:17][C:18](=[O:27])[O:19][CH2:20][C:21]1[CH:26]=[CH:25][CH:24]=[CH:23][CH:22]=1)=[O:11].[Na+:41]. The catalyst class is: 12. (7) Reactant: [NH:1]1[C:9]2[C:4](=[CH:5][CH:6]=[CH:7][CH:8]=2)[C:3](/[CH:10]=[CH:11]/[C:12]2[CH:24]=[CH:23][C:15]([O:16][CH2:17][C:18]([O:20]CC)=[O:19])=[CH:14][CH:13]=2)=[N:2]1.[OH-].[Na+]. Product: [NH:1]1[C:9]2[C:4](=[CH:5][CH:6]=[CH:7][CH:8]=2)[C:3](/[CH:10]=[CH:11]/[C:12]2[CH:24]=[CH:23][C:15]([O:16][CH2:17][C:18]([OH:20])=[O:19])=[CH:14][CH:13]=2)=[N:2]1. The catalyst class is: 5. (8) Reactant: [NH2:1][C:2]1[N:7]=[C:6]([N:8]2[CH2:13][CH2:12][CH2:11][C@H:10]([C:14]([NH:16][C:17]3[CH:22]=[CH:21][C:20]([O:23][CH3:24])=[CH:19][CH:18]=3)=[O:15])[CH2:9]2)[CH:5]=[C:4]([C:25]2[CH:30]=[CH:29][C:28]([C:31]#[N:32])=[C:27](F)[CH:26]=2)[N:3]=1.CCN(C(C)C)C(C)C.[NH2:43][NH2:44]. Product: [NH2:1][C:2]1[N:7]=[C:6]([N:8]2[CH2:13][CH2:12][CH2:11][C@H:10]([C:14]([NH:16][C:17]3[CH:22]=[CH:21][C:20]([O:23][CH3:24])=[CH:19][CH:18]=3)=[O:15])[CH2:9]2)[CH:5]=[C:4]([C:25]2[CH:26]=[C:27]3[C:28]([C:31]([NH2:32])=[N:43][NH:44]3)=[CH:29][CH:30]=2)[N:3]=1. The catalyst class is: 14. (9) Reactant: [CH3:1][O:2][CH2:3][O:4][C:5]1[CH:10]=[CH:9][C:8](/[C:11](=[C:15](\[C:18]2[CH:23]=[CH:22][CH:21]=[CH:20][CH:19]=2)/[CH2:16][CH3:17])/[C:12](O)=[O:13])=[CH:7][CH:6]=1.[NH2:24][C:25]1[CH:30]=[CH:29][C:28]([OH:31])=[CH:27][CH:26]=1.C(N(CC)C(C)C)(C)C. Product: [OH:31][C:28]1[CH:29]=[CH:30][C:25]([NH:24][C:12](=[O:13])/[C:11](/[C:8]2[CH:7]=[CH:6][C:5]([O:4][CH2:3][O:2][CH3:1])=[CH:10][CH:9]=2)=[C:15](/[C:18]2[CH:23]=[CH:22][CH:21]=[CH:20][CH:19]=2)\[CH2:16][CH3:17])=[CH:26][CH:27]=1. The catalyst class is: 143.